Dataset: Cav3 T-type calcium channel HTS with 100,875 compounds. Task: Binary Classification. Given a drug SMILES string, predict its activity (active/inactive) in a high-throughput screening assay against a specified biological target. The drug is O=C(C1CCN(CC1)CC(=O)Nc1ccc(N(C)C)cc1)c1ccc(cc1)C. The result is 0 (inactive).